Dataset: Reaction yield outcomes from USPTO patents with 853,638 reactions. Task: Predict the reaction yield, written as a fraction of the theoretical maximum amount of product (1.0 means a 100% yield; for example, 0.34 means a 34% yield). (1) The reactants are [CH3:1][O:2][C:3]1[CH:4]=[C:5](B(O)O)[CH:6]=[CH:7][CH:8]=1.[NH2:12][C:13]1[N:14]=[C:15]([N:24]2[CH2:29][CH2:28][N:27]([C:30](=[O:40])[CH2:31][O:32][C:33]3[CH:38]=[CH:37][C:36]([Cl:39])=[CH:35][CH:34]=3)[CH2:26][CH2:25]2)[C:16]2[N:22]=[C:21](Cl)[CH:20]=[CH:19][C:17]=2[N:18]=1. No catalyst specified. The product is [NH2:12][C:13]1[N:14]=[C:15]([N:24]2[CH2:25][CH2:26][N:27]([C:30](=[O:40])[CH2:31][O:32][C:33]3[CH:38]=[CH:37][C:36]([Cl:39])=[CH:35][CH:34]=3)[CH2:28][CH2:29]2)[C:16]2[N:22]=[C:21]([C:5]3[CH:6]=[CH:7][CH:8]=[C:3]([O:2][CH3:1])[CH:4]=3)[CH:20]=[CH:19][C:17]=2[N:18]=1. The yield is 0.720. (2) The reactants are C([O:8][C:9]1[CH:14]=[CH:13][C:12]([C:15]2[N:19]([CH:20]3[CH2:25][CH2:24][CH2:23][CH2:22][CH2:21]3)[N:18]=[C:17]([CH2:26][CH2:27][C:28]([O:30][CH3:31])=[O:29])[CH:16]=2)=[CH:11][CH:10]=1)C1C=CC=CC=1. The yield is 0.960. The catalyst is CO.[Pd]. The product is [CH:20]1([N:19]2[C:15]([C:12]3[CH:11]=[CH:10][C:9]([OH:8])=[CH:14][CH:13]=3)=[CH:16][C:17]([CH2:26][CH2:27][C:28]([O:30][CH3:31])=[O:29])=[N:18]2)[CH2:21][CH2:22][CH2:23][CH2:24][CH2:25]1. (3) The reactants are [CH3:1][O:2][C:3]([CH:5]1[CH:18]([C:19]2[CH:24]=[CH:23][C:22](OC)=[CH:21][CH:20]=2)C2C(CCCC2OC)[C:11]2[C:6]1=[CH:7][CH:8]=[CH:9][CH:10]=2)=[O:4].[CH3:29][O-:30].[Na+].CO.O1[CH2:38][CH2:37][CH2:36][CH2:35]1.[C:39]([O:42][CH2:43][CH3:44])(=O)C. No catalyst specified. The product is [CH3:1][O:2][C:3]([CH:5]1[CH:18]([C:36]2[CH:35]=[CH:44][C:43]([O:42][CH3:39])=[CH:38][CH:37]=2)[CH:19]2[CH:24]([CH2:23][CH2:22][CH2:21][CH2:20]2)[C:11]2[C:6]1=[CH:7][CH:8]=[C:9]([O:30][CH3:29])[CH:10]=2)=[O:4]. The yield is 0.990. (4) The reactants are [F:1][C:2]1[CH:7]=[CH:6][C:5]([F:8])=[CH:4][C:3]=1[C@H:9]1[CH2:13][CH2:12][CH2:11][N:10]1[C:14]1[CH:19]=[CH:18][N:17]2[N:20]=[CH:21][C:22]([NH2:23])=[C:16]2[N:15]=1.[C:24](O[C:24](=[O:28])[CH:25]([CH3:27])[CH3:26])(=[O:28])[CH:25]([CH3:27])[CH3:26].N1C=CC=CC=1. The catalyst is C(Cl)Cl. The product is [F:1][C:2]1[CH:7]=[CH:6][C:5]([F:8])=[CH:4][C:3]=1[C@H:9]1[CH2:13][CH2:12][CH2:11][N:10]1[C:14]1[CH:19]=[CH:18][N:17]2[N:20]=[CH:21][C:22]([NH:23][C:24](=[O:28])[CH:25]([CH3:27])[CH3:26])=[C:16]2[N:15]=1. The yield is 0.710.